This data is from Forward reaction prediction with 1.9M reactions from USPTO patents (1976-2016). The task is: Predict the product of the given reaction. Given the reactants [CH3:1][C:2]1[N:6]=[CH:5][NH:4][N:3]=1.[F:7][C:8]1[CH:9]=[C:10]([N+:15]([O-:17])=[O:16])[CH:11]=[CH:12][C:13]=1F.FC1C=C([N+]([O-])=O)C=CC=1N1C=C(C)N=N1, predict the reaction product. The product is: [F:7][C:8]1[CH:9]=[C:10]([N+:15]([O-:17])=[O:16])[CH:11]=[CH:12][C:13]=1[N:4]1[CH:5]=[N:6][C:2]([CH3:1])=[N:3]1.